Dataset: Forward reaction prediction with 1.9M reactions from USPTO patents (1976-2016). Task: Predict the product of the given reaction. Given the reactants [F:1][C:2]([F:25])([F:24])[C:3]([N:5]1[CH2:14][CH2:13][C:12]2[C:7](=[CH:8][CH:9]=[C:10]([O:15][CH3:16])[CH:11]=2)[CH:6]1[C:17]1[CH:22]=[CH:21][C:20]([OH:23])=[CH:19][CH:18]=1)=[O:4].[C:26]1([CH3:36])[CH:31]=[CH:30][C:29]([S:32](Cl)(=[O:34])=[O:33])=[CH:28][CH:27]=1.CCN(CC)CC, predict the reaction product. The product is: [CH3:16][O:15][C:10]1[CH:11]=[C:12]2[C:7](=[CH:8][CH:9]=1)[CH:6]([C:17]1[CH:18]=[CH:19][C:20]([O:23][S:32]([C:29]3[CH:30]=[CH:31][C:26]([CH3:36])=[CH:27][CH:28]=3)(=[O:34])=[O:33])=[CH:21][CH:22]=1)[N:5]([C:3](=[O:4])[C:2]([F:1])([F:24])[F:25])[CH2:14][CH2:13]2.